Dataset: Forward reaction prediction with 1.9M reactions from USPTO patents (1976-2016). Task: Predict the product of the given reaction. The product is: [C:1]1([N:7]2[C:15]([C:9]3[CH:10]=[CH:11][CH:12]=[CH:13][CH:14]=3)=[CH:16][C:17]([C:19]3[CH:20]=[CH:21][C:22]4[O:27][CH2:26][C:25](=[O:28])[NH:24][C:23]=4[CH:29]=3)=[N:8]2)[CH:6]=[CH:5][CH:4]=[CH:3][CH:2]=1. Given the reactants [C:1]1([NH:7][NH2:8])[CH:6]=[CH:5][CH:4]=[CH:3][CH:2]=1.[C:9]1([CH:15]=[CH:16][C:17]([C:19]2[CH:20]=[CH:21][C:22]3[O:27][CH2:26][C:25](=[O:28])[NH:24][C:23]=3[CH:29]=2)=O)[CH:14]=[CH:13][CH:12]=[CH:11][CH:10]=1, predict the reaction product.